From a dataset of Peptide-MHC class I binding affinity with 185,985 pairs from IEDB/IMGT. Regression. Given a peptide amino acid sequence and an MHC pseudo amino acid sequence, predict their binding affinity value. This is MHC class I binding data. (1) The peptide sequence is SPSQNTESSI. The MHC is H-2-Db with pseudo-sequence H-2-Db. The binding affinity (normalized) is 0.291. (2) The peptide sequence is ALPERPSLY. The MHC is Mamu-A01 with pseudo-sequence Mamu-A01. The binding affinity (normalized) is 0.166. (3) The peptide sequence is KVRGRLLAL. The MHC is HLA-A02:01 with pseudo-sequence HLA-A02:01. The binding affinity (normalized) is 0.376. (4) The peptide sequence is YTVKYPFL. The MHC is H-2-Db with pseudo-sequence H-2-Db. The binding affinity (normalized) is 0.0470. (5) The binding affinity (normalized) is 0.619. The peptide sequence is RVMVMVGATM. The MHC is HLA-B07:02 with pseudo-sequence HLA-B07:02. (6) The peptide sequence is KSDDVEGRF. The MHC is HLA-C05:01 with pseudo-sequence HLA-C05:01. The binding affinity (normalized) is 1.00.